Dataset: Peptide-MHC class I binding affinity with 185,985 pairs from IEDB/IMGT. Task: Regression. Given a peptide amino acid sequence and an MHC pseudo amino acid sequence, predict their binding affinity value. This is MHC class I binding data. (1) The peptide sequence is AIKCVDIVK. The MHC is HLA-B58:01 with pseudo-sequence HLA-B58:01. The binding affinity (normalized) is 0.0847. (2) The peptide sequence is WMACHSAAF. The MHC is HLA-B57:01 with pseudo-sequence HLA-B57:01. The binding affinity (normalized) is 0.0847. (3) The peptide sequence is KIEPRNILI. The MHC is HLA-A02:01 with pseudo-sequence HLA-A02:01. The binding affinity (normalized) is 0.166. (4) The binding affinity (normalized) is 0.671. The MHC is HLA-A02:01 with pseudo-sequence HLA-A02:01. The peptide sequence is TISGVLWQV. (5) The peptide sequence is PLRTMSYKLAI. The MHC is Mamu-A02 with pseudo-sequence Mamu-A02. The binding affinity (normalized) is 0.412. (6) The peptide sequence is GYMFESKSM. The binding affinity (normalized) is 0.610. The MHC is HLA-A24:03 with pseudo-sequence HLA-A24:03. (7) The peptide sequence is SILPISWAY. The MHC is HLA-A32:07 with pseudo-sequence HLA-A32:07. The binding affinity (normalized) is 0.936. (8) The peptide sequence is LTQAAGQAF. The MHC is HLA-A24:03 with pseudo-sequence HLA-A24:03. The binding affinity (normalized) is 0.213.